Predict the reactants needed to synthesize the given product. From a dataset of Full USPTO retrosynthesis dataset with 1.9M reactions from patents (1976-2016). (1) Given the product [CH2:20]([N:24]([CH2:25][C:26]#[N:27])[C:15](=[O:16])[C:14]1[CH:18]=[CH:19][C:11]([N:8]2[CH2:9][CH2:10][C:5]3([O:4][CH2:3][CH2:2][O:1]3)[CH2:6][CH2:7]2)=[CH:12][CH:13]=1)[CH2:21][CH2:22][CH3:23], predict the reactants needed to synthesize it. The reactants are: [O:1]1[C:5]2([CH2:10][CH2:9][N:8]([C:11]3[CH:19]=[CH:18][C:14]([C:15](O)=[O:16])=[CH:13][CH:12]=3)[CH2:7][CH2:6]2)[O:4][CH2:3][CH2:2]1.[CH2:20]([NH:24][CH2:25][C:26]#[N:27])[CH2:21][CH2:22][CH3:23]. (2) Given the product [N+:1]([C:4]1[CH:5]=[CH:6][C:7]([C:11]([F:12])([F:13])[F:14])=[C:8]([CH:9]=1)[O:10][CH2:27][C@H:23]1[CH2:24][CH2:25][CH2:26][N:22]1[C:20]([O:19][C:15]([CH3:16])([CH3:18])[CH3:17])=[O:21])([O-:3])=[O:2], predict the reactants needed to synthesize it. The reactants are: [N+:1]([C:4]1[CH:5]=[CH:6][C:7]([C:11]([F:14])([F:13])[F:12])=[C:8]([OH:10])[CH:9]=1)([O-:3])=[O:2].[C:15]([O:19][C:20]([N:22]1[CH2:26][CH2:25][CH2:24][C@@H:23]1[CH2:27]O)=[O:21])([CH3:18])([CH3:17])[CH3:16].C1C=CC(P(C2C=CC=CC=2)C2C=CC=CC=2)=CC=1.CCOC(/N=N/C(OCC)=O)=O. (3) Given the product [CH3:29][S:30]([OH:33])(=[O:32])=[O:31].[CH:1]1([N:4]2[C:13]3[C:8](=[CH:9][C:10]([F:24])=[C:11]([N:15]4[CH2:20][CH2:19][CH:18]([NH2:21])[C:17]([CH3:22])([CH3:23])[CH2:16]4)[C:12]=3[CH3:14])[C:7](=[O:25])[C:6]([C:26]([OH:28])=[O:27])=[CH:5]2)[CH2:3][CH2:2]1, predict the reactants needed to synthesize it. The reactants are: [CH:1]1([N:4]2[C:13]3[C:8](=[CH:9][C:10]([F:24])=[C:11]([N:15]4[CH2:20][CH2:19][CH:18]([NH2:21])[C:17]([CH3:23])([CH3:22])[CH2:16]4)[C:12]=3[CH3:14])[C:7](=[O:25])[C:6]([C:26]([OH:28])=[O:27])=[CH:5]2)[CH2:3][CH2:2]1.[CH3:29][S:30]([OH:33])(=[O:32])=[O:31]. (4) Given the product [OH:26][CH2:25][C:16]1[CH:15]=[C:14]([O:13][CH2:12][CH2:11][N:10]([S:30]([C:33]2[CH:38]=[CH:37][CH:36]=[CH:35][C:34]=2[N+:39]([O-:41])=[O:40])(=[O:31])=[O:32])[CH2:9][CH2:8][C:6]([O:5][C:1]([CH3:4])([CH3:3])[CH3:2])=[O:7])[CH:19]=[C:18]([CH2:20][OH:21])[N:17]=1, predict the reactants needed to synthesize it. The reactants are: [C:1]([O:5][C:6]([CH2:8][CH2:9][N:10]([S:30]([C:33]1[CH:38]=[CH:37][CH:36]=[CH:35][C:34]=1[N+:39]([O-:41])=[O:40])(=[O:32])=[O:31])[CH2:11][CH2:12][O:13][C:14]1[CH:19]=[C:18]([C:20](OCC)=[O:21])[N:17]=[C:16]([C:25](OCC)=[O:26])[CH:15]=1)=[O:7])([CH3:4])([CH3:3])[CH3:2].[BH4-].[Na+].[Cl-].[Cl-].[Ca+2].O.